The task is: Predict the product of the given reaction.. This data is from Forward reaction prediction with 1.9M reactions from USPTO patents (1976-2016). (1) The product is: [CH3:1][O:2][C:3]1[CH:4]=[CH:5][C:6]([CH2:7][C:8]2[CH:9]=[C:10]3[C:15](=[C:16]4[CH:21]=[CH:20][CH:19]=[CH:18][C:17]=24)[N:14]=[CH:13][N:12]([C:26]2[CH:27]=[N:28][CH:29]=[CH:30][CH:31]=2)[C:11]3=[O:22])=[CH:23][CH:24]=1. Given the reactants [CH3:1][O:2][C:3]1[CH:24]=[CH:23][C:6]([CH2:7][C:8]2[CH:9]=[C:10]3[C:15](=[C:16]4[CH:21]=[CH:20][CH:19]=[CH:18][C:17]=24)[N:14]=[CH:13][NH:12][C:11]3=[O:22])=[CH:5][CH:4]=1.I[C:26]1[CH:27]=[N:28][CH:29]=[CH:30][CH:31]=1.C(=O)([O-])[O-].[Cs+].[Cs+].CN[C@@H]1CCCC[C@H]1NC, predict the reaction product. (2) Given the reactants [Cl:1][C:2]1[N:12]=[C:11]([CH3:13])[CH:10]=[C:9]([Cl:14])[C:3]=1[C:4](OCC)=[O:5].[H-].[H-].[H-].[H-].[Li+].[Al+3].O.[OH-].[Na+], predict the reaction product. The product is: [Cl:1][C:2]1[C:3]([CH2:4][OH:5])=[C:9]([Cl:14])[CH:10]=[C:11]([CH3:13])[N:12]=1.